Predict the reaction yield, written as a fraction of the theoretical maximum amount of product (1.0 means a 100% yield; for example, 0.34 means a 34% yield). From a dataset of Reaction yield outcomes from USPTO patents with 853,638 reactions. (1) The catalyst is C(OC(=O)C)C. The product is [Cl:1][C:2]1[CH:3]=[C:4]([N:9]2[C:20]3[C:19](=[O:31])[N:18]([C:15]4[CH:16]=[CH:17][C:12]([I:11])=[CH:13][CH:14]=4)[CH2:23][CH2:22][C:21]=3[C:24]([C:25]([F:28])([F:26])[F:27])=[N:10]2)[CH:5]=[CH:6][C:7]=1[F:8]. The yield is 0.750. The reactants are [Cl:1][C:2]1[CH:3]=[C:4]([NH:9][NH2:10])[CH:5]=[CH:6][C:7]=1[F:8].[I:11][C:12]1[CH:17]=[CH:16][C:15]([N:18]2[CH2:23][CH2:22][CH:21]([C:24](=O)[C:25]([F:28])([F:27])[F:26])[C:20](=O)[C:19]2=[O:31])=[CH:14][CH:13]=1.C(O)C.Cl. (2) The yield is 0.720. The catalyst is O. The reactants are [Cl-].O[NH3+:3].[C:4](=[O:7])([O-])[OH:5].[Na+].CS(C)=O.[F:13][C:14]1[CH:15]=[C:16]([C:42]2[C:43]([C:48]#[N:49])=[CH:44][CH:45]=[CH:46][CH:47]=2)[CH:17]=[CH:18][C:19]=1[CH2:20][N:21]1[C:26](=[O:27])[C:25]([C:28]2[CH:33]=[CH:32][C:31]([O:34][CH:35]([CH3:37])[CH3:36])=[CH:30][CH:29]=2)=[C:24]([CH3:38])[N:23]=[C:22]1[CH2:39][CH2:40][CH3:41]. The product is [F:13][C:14]1[CH:15]=[C:16]([C:42]2[CH:47]=[CH:46][CH:45]=[CH:44][C:43]=2[C:48]2[NH:3][C:4](=[O:7])[O:5][N:49]=2)[CH:17]=[CH:18][C:19]=1[CH2:20][N:21]1[C:26](=[O:27])[C:25]([C:28]2[CH:29]=[CH:30][C:31]([O:34][CH:35]([CH3:37])[CH3:36])=[CH:32][CH:33]=2)=[C:24]([CH3:38])[N:23]=[C:22]1[CH2:39][CH2:40][CH3:41]. (3) The reactants are [C:1]([NH2:5])([CH3:4])([CH3:3])[CH3:2].[Cl:6][CH2:7][CH2:8][CH2:9][S:10](Cl)(=[O:12])=[O:11]. The catalyst is C1COCC1. The product is [C:1]([NH:5][S:10]([CH2:9][CH2:8][CH2:7][Cl:6])(=[O:12])=[O:11])([CH3:4])([CH3:3])[CH3:2]. The yield is 0.990. (4) The reactants are FC(F)(F)C(O)=O.[CH:8]1([C:11]([CH:32]2[CH2:34][CH2:33]2)(O)[C:12]#[C:13][C:14]2[CH:23]=[CH:22][C:17]([C:18]([O:20][CH3:21])=[O:19])=[CH:16][C:15]=2[O:24][CH2:25][CH2:26][C:27]([F:30])([F:29])[F:28])[CH2:10][CH2:9]1.C([SiH](CC)CC)C.C(=O)([O-])[O-].[Na+].[Na+]. The catalyst is ClCCl.O. The product is [CH:8]1([CH:11]([CH:32]2[CH2:34][CH2:33]2)[C:12]#[C:13][C:14]2[CH:23]=[CH:22][C:17]([C:18]([O:20][CH3:21])=[O:19])=[CH:16][C:15]=2[O:24][CH2:25][CH2:26][C:27]([F:28])([F:29])[F:30])[CH2:10][CH2:9]1. The yield is 0.270. (5) The reactants are [F:1][C:2]1[CH:7]=[CH:6][C:5]([C:8]2[CH:9]=[C:10]([C:19](OC)=O)[C:11](=[O:18])[N:12]([CH2:14][CH:15]([CH3:17])[CH3:16])[N:13]=2)=[CH:4][C:3]=1[CH3:23].FC1C=CC(C2C=C(COS(C)(=O)=O)[C:34](=O)[N:35](CC(C)C)N=2)=CC=1C. No catalyst specified. The product is [F:1][C:2]1[CH:7]=[CH:6][C:5]([C:8]2[CH:9]=[C:10]([CH2:19][NH:35][CH3:34])[C:11](=[O:18])[N:12]([CH2:14][CH:15]([CH3:17])[CH3:16])[N:13]=2)=[CH:4][C:3]=1[CH3:23]. The yield is 0.962. (6) The reactants are [CH3:1][O:2][C:3](=[O:36])[CH:4]([NH:25]C(OCC1C=CC=CC=1)=O)[CH2:5][C:6]1[CH:14]=[C:13]([CH3:15])[C:12]2[C:8](=[CH:9][N:10]([S:16]([CH2:19][CH2:20][Si:21]([CH3:24])([CH3:23])[CH3:22])(=[O:18])=[O:17])[N:11]=2)[CH:7]=1.[H][H]. The catalyst is [Pd].CO. The product is [CH3:1][O:2][C:3](=[O:36])[C@H:4]([NH2:25])[CH2:5][C:6]1[CH:14]=[C:13]([CH3:15])[C:12]2[C:8](=[CH:9][N:10]([S:16]([CH2:19][CH2:20][Si:21]([CH3:22])([CH3:24])[CH3:23])(=[O:17])=[O:18])[N:11]=2)[CH:7]=1. The yield is 1.00. (7) The product is [CH2:27]([O:26][C:20]1[CH:19]=[C:18]([C@H:12]([N:8]2[C:9](=[O:11])[C:10]3[C:6](=[CH:5][CH:4]=[CH:3][C:2]=3[NH:1][C:31](=[O:32])[N:30]([CH3:34])[CH3:29])[CH2:7]2)[CH2:13][S:14]([CH3:17])(=[O:15])=[O:16])[CH:23]=[CH:22][C:21]=1[O:24][CH3:25])[CH3:28]. The yield is 0.480. No catalyst specified. The reactants are [NH2:1][C:2]1[CH:3]=[CH:4][CH:5]=[C:6]2[C:10]=1[C:9](=[O:11])[N:8]([C@@H:12]([C:18]1[CH:23]=[CH:22][C:21]([O:24][CH3:25])=[C:20]([O:26][CH2:27][CH3:28])[CH:19]=1)[CH2:13][S:14]([CH3:17])(=[O:16])=[O:15])[CH2:7]2.[CH3:29][N:30]([CH3:34])[C:31](Cl)=[O:32]. (8) The reactants are [CH3:1][O:2][C:3](=[O:6])[CH2:4][NH2:5].[CH3:7][S:8][C:9]1[CH:16]=[CH:15][CH:14]=[CH:13][C:10]=1[CH:11]=O. No catalyst specified. The product is [CH3:7][S:8][C:9]1[CH:16]=[CH:15][CH:14]=[CH:13][C:10]=1[CH2:11][NH:5][CH2:4][C:3]([O:2][CH3:1])=[O:6]. The yield is 0.500. (9) The reactants are [N+:1]([C:4]1[C:12]2[N:11]=[CH:10][N:9]([C:13]3[CH:20]=[CH:19][C:16]([C:17]#[N:18])=[CH:15][CH:14]=3)[C:8]=2[CH:7]=[CH:6][CH:5]=1)([O-])=O. The catalyst is C(O)C.[Pd]. The product is [NH2:1][C:4]1[C:12]2[N:11]=[CH:10][N:9]([C:13]3[CH:20]=[CH:19][C:16]([C:17]#[N:18])=[CH:15][CH:14]=3)[C:8]=2[CH:7]=[CH:6][CH:5]=1. The yield is 0.423.